This data is from Full USPTO retrosynthesis dataset with 1.9M reactions from patents (1976-2016). The task is: Predict the reactants needed to synthesize the given product. Given the product [ClH:1].[NH:21]1[CH2:22][CH:23]([O:25][C:26]2[CH:31]=[CH:30][C:29]([I:32])=[CH:28][N:27]=2)[CH2:24]1, predict the reactants needed to synthesize it. The reactants are: [Cl:1]C(OC(Cl)C)=O.C([N:21]1[CH2:24][CH:23]([O:25][C:26]2[CH:31]=[CH:30][C:29]([I:32])=[CH:28][N:27]=2)[CH2:22]1)(C1C=CC=CC=1)C1C=CC=CC=1.CO.